From a dataset of Catalyst prediction with 721,799 reactions and 888 catalyst types from USPTO. Predict which catalyst facilitates the given reaction. The catalyst class is: 27. Reactant: [H-].[H-].[H-].[H-].[Li+].[Al+3].[CH2:7]([C:11]([CH2:22][CH:23]([CH3:25])[CH3:24])([C:17](OCC)=[O:18])[C:12](OCC)=[O:13])[CH:8]([CH3:10])[CH3:9].Cl. Product: [CH2:7]([C:11]([CH2:22][CH:23]([CH3:25])[CH3:24])([CH2:12][OH:13])[CH2:17][OH:18])[CH:8]([CH3:10])[CH3:9].